From a dataset of Forward reaction prediction with 1.9M reactions from USPTO patents (1976-2016). Predict the product of the given reaction. (1) Given the reactants [Li]CCCC.[S:6]([N:16]1[C:24]2[C:19](=[CH:20][CH:21]=[CH:22][N:23]=2)[CH:18]=[CH:17]1)([C:9]1[CH:15]=[CH:14][C:12]([CH3:13])=[CH:11][CH:10]=1)(=[O:8])=[O:7].[Sn:25](Cl)([CH2:34][CH2:35][CH2:36][CH3:37])([CH2:30][CH2:31][CH2:32][CH3:33])[CH2:26][CH2:27][CH2:28][CH3:29].O, predict the reaction product. The product is: [C:12]1([CH3:13])[CH:11]=[CH:10][C:9]([S:6]([N:16]2[C:24]3=[N:23][CH:22]=[CH:21][CH:20]=[C:19]3[CH:18]=[C:17]2[Sn:25]([CH2:30][CH2:31][CH2:32][CH3:33])([CH2:34][CH2:35][CH2:36][CH3:37])[CH2:26][CH2:27][CH2:28][CH3:29])(=[O:8])=[O:7])=[CH:15][CH:14]=1. (2) Given the reactants [CH:1]1([C:7]2[O:11][N:10]=[C:9]([C:12]3[O:16][N:15]=[C:14]4[C:17]5[C:22]([CH2:23][CH2:24][C:13]=34)=[CH:21][C:20]([CH:25]=C)=[CH:19][CH:18]=5)[C:8]=2[C:27]([F:30])([F:29])[F:28])[CH2:6][CH2:5][CH2:4][CH2:3][CH2:2]1.[O:31]=[O+][O-].C(N(CC)CC)C, predict the reaction product. The product is: [CH:1]1([C:7]2[O:11][N:10]=[C:9]([C:12]3[O:16][N:15]=[C:14]4[C:17]5[C:22]([CH2:23][CH2:24][C:13]=34)=[CH:21][C:20]([CH:25]=[O:31])=[CH:19][CH:18]=5)[C:8]=2[C:27]([F:30])([F:29])[F:28])[CH2:6][CH2:5][CH2:4][CH2:3][CH2:2]1. (3) Given the reactants [OH:1][CH2:2][C:3]([CH3:8])([CH3:7])[CH2:4][C:5]#[N:6].[H-].[Na+].I[CH3:12].O, predict the reaction product. The product is: [CH3:12][O:1][CH2:2][C:3]([CH3:8])([CH3:7])[CH2:4][C:5]#[N:6].